From a dataset of Full USPTO retrosynthesis dataset with 1.9M reactions from patents (1976-2016). Predict the reactants needed to synthesize the given product. Given the product [F:1][C:2]1[CH:3]=[C:4]([C:8]2[C:9]([N:17]3[CH2:18][CH2:19][NH:20][CH2:21][CH2:22]3)=[C:10]3[CH:16]=[CH:15][NH:14][C:11]3=[N:12][CH:13]=2)[CH:5]=[CH:6][CH:7]=1, predict the reactants needed to synthesize it. The reactants are: [F:1][C:2]1[CH:3]=[C:4]([C:8]2[C:9]([N:17]3[CH2:22][CH2:21][N:20](C(OC(C)(C)C)=O)[CH2:19][CH2:18]3)=[C:10]3[CH:16]=[CH:15][NH:14][C:11]3=[N:12][CH:13]=2)[CH:5]=[CH:6][CH:7]=1.C(O)(C(F)(F)F)=O.C1(N)C(F)=C(F)C(F)=C(N)C=1F.Cl.Cl.